Predict the reactants needed to synthesize the given product. From a dataset of Full USPTO retrosynthesis dataset with 1.9M reactions from patents (1976-2016). (1) Given the product [F:1][C:2]1[CH:7]=[C:6]([CH:5]=[C:4]([F:8])[C:3]=1[OH:9])[CH:20]=[O:21], predict the reactants needed to synthesize it. The reactants are: [F:1][C:2]1[CH:7]=[CH:6][CH:5]=[C:4]([F:8])[C:3]=1[OH:9].C1N2CN3CN(C2)CN1C3.[C:20](O)(C(F)(F)F)=[O:21]. (2) Given the product [I:1][C:2]1[CH:3]=[N:4][N:5]([CH2:26][C:27]([F:30])([F:29])[F:28])[CH:6]=1, predict the reactants needed to synthesize it. The reactants are: [I:1][C:2]1[CH:3]=[N:4][NH:5][CH:6]=1.C(=O)([O-])[O-].[Cs+].[Cs+].CN(C=O)C.O([CH2:26][C:27]([F:30])([F:29])[F:28])S(C(F)(F)F)(=O)=O. (3) Given the product [Br:1][C:2]1[CH:3]=[C:4]2[NH:9][C:12]([C:11]([F:16])([F:15])[F:10])=[N:8][C:5]2=[N:6][CH:7]=1, predict the reactants needed to synthesize it. The reactants are: [Br:1][C:2]1[CH:3]=[C:4]([NH2:9])[C:5]([NH2:8])=[N:6][CH:7]=1.[F:10][C:11]([F:16])([F:15])[C:12](O)=O. (4) Given the product [Br:1][C:2]1[C:3]([CH3:9])=[N:4][C:5]([O:15][CH:13]([CH3:14])[CH3:12])=[N:6][CH:7]=1, predict the reactants needed to synthesize it. The reactants are: [Br:1][C:2]1[C:3]([CH3:9])=[N:4][C:5](Cl)=[N:6][CH:7]=1.[H-].[Na+].[CH3:12][CH:13]([OH:15])[CH3:14]. (5) Given the product [S:1]1[C:5]2[CH:6]=[CH:7][C:8]([CH2:10][CH2:11][O:12][CH2:13][CH2:14][C:15]([N:17]3[CH2:20][CH:19]([O:21][CH2:31][O:32][CH3:33])[CH2:18]3)=[O:16])=[CH:9][C:4]=2[CH:3]=[CH:2]1, predict the reactants needed to synthesize it. The reactants are: [S:1]1[C:5]2[CH:6]=[CH:7][C:8]([CH2:10][CH2:11][O:12][CH2:13][CH2:14][C:15]([N:17]3[CH2:20][CH:19]([OH:21])[CH2:18]3)=[O:16])=[CH:9][C:4]=2[CH:3]=[CH:2]1.C(N(CC)C(C)C)(C)C.[CH3:31][O:32][CH2:33]Cl.O. (6) Given the product [Cl:15][C:5]1[C:4]([O:3][CH2:1][CH3:2])=[N:13][C:12]([NH2:14])=[C:11]2[C:6]=1[CH:7]=[CH:8][CH:9]=[N:10]2, predict the reactants needed to synthesize it. The reactants are: [CH2:1]([O:3][C:4]1[CH:5]=[C:6]2[C:11](=[C:12]([NH2:14])[N:13]=1)[N:10]=[CH:9][CH:8]=[CH:7]2)[CH3:2].[Cl:15]N1C(=O)CCC1=O. (7) The reactants are: [CH:1]1([NH:4][CH:5]2[CH2:10][CH2:9][N:8]([C:11]3[O:15][N:14]=[C:13]([CH:16]([CH3:18])[CH3:17])[N:12]=3)[CH2:7][CH2:6]2)[CH2:3][CH2:2]1.[F:19][C:20]1[CH:21]=[C:22]([CH:26]=[CH:27][C:28]=1[N:29]1[C:33]([CH3:34])=[N:32][CH:31]=[N:30]1)[C:23](O)=[O:24]. Given the product [CH:1]1([N:4]([CH:5]2[CH2:10][CH2:9][N:8]([C:11]3[O:15][N:14]=[C:13]([CH:16]([CH3:18])[CH3:17])[N:12]=3)[CH2:7][CH2:6]2)[C:23](=[O:24])[C:22]2[CH:26]=[CH:27][C:28]([N:29]3[C:33]([CH3:34])=[N:32][CH:31]=[N:30]3)=[C:20]([F:19])[CH:21]=2)[CH2:2][CH2:3]1, predict the reactants needed to synthesize it. (8) Given the product [NH2:1][C:2]1[C:3]2[C:10]([Cl:11])=[CH:9][N:8]([C@@H:12]3[O:16][C@:15]([C:17]#[CH:18])([CH2:19][OH:20])[C@@H:14]([OH:21])[CH2:13]3)[C:4]=2[N:5]=[CH:6][N:7]=1, predict the reactants needed to synthesize it. The reactants are: [NH2:1][C:2]1[C:3]2[C:10]([Cl:11])=[CH:9][N:8]([C@@H:12]3[O:16][C@@:15]([CH2:19][OH:20])([C:17]#[CH:18])[C@@H:14]([O:21][Si](C(C)(C)C)(C)C)[CH2:13]3)[C:4]=2[N:5]=[CH:6][N:7]=1.CCCC[N+](CCCC)(CCCC)CCCC.[F-].O.C(#N)C.